This data is from Forward reaction prediction with 1.9M reactions from USPTO patents (1976-2016). The task is: Predict the product of the given reaction. (1) Given the reactants [C:1](=[O:4])([O-])[O-].[K+].[K+].N([CH2:10][C@@H]1C[C@@H](SC(C2C=CC=CC=2)(C2C=CC=CC=2)C2C=CC=CC=2)CN1S(C1C=CC2C(=CC=CC=2)C=1)(=O)=O)=[N+]=[N-].C(CC(=O)C)(=O)C.[CH3:56][C:57]1[N:61]([CH2:62][C@@H:63]2[CH2:67][C@@H:66]([S:68]C(C3C=CC=CC=3)(C3C=CC=CC=3)C3C=CC=CC=3)[CH2:65][N:64]2[S:88]([C:91]2[CH:100]=[CH:99][C:98]3[C:93](=[CH:94][CH:95]=[CH:96][CH:97]=3)[CH:92]=2)(=[O:90])=[O:89])[N:60]=[N:59][C:58]=1C(=O)C.C(O)(C(F)(F)F)=O.C([SiH](CC)CC)C.C([O-])(O)=O.[Na+], predict the reaction product. The product is: [SH:68][C@H:66]1[CH2:65][N:64]([S:88]([C:91]2[CH:100]=[CH:99][C:98]3[C:93](=[CH:94][CH:95]=[CH:96][CH:97]=3)[CH:92]=2)(=[O:89])=[O:90])[C@H:63]([CH2:62][N:61]2[C:57]([CH3:56])=[C:58]([C:1](=[O:4])[CH3:10])[N:59]=[N:60]2)[CH2:67]1. (2) Given the reactants [Br:1][C:2]1[CH:7]=[CH:6][C:5](F)=[C:4]([N+:9]([O-])=O)[CH:3]=1.[CH3:12][O:13][CH2:14][CH2:15][NH:16][CH2:17][CH2:18][O:19][CH3:20].[H][H], predict the reaction product. The product is: [NH2:9][C:4]1[CH:3]=[C:2]([Br:1])[CH:7]=[CH:6][C:5]=1[N:16]([CH2:17][CH2:18][O:19][CH3:20])[CH2:15][CH2:14][O:13][CH3:12]. (3) Given the reactants [Cl:1][C:2]1[N:9]=[C:8]([Cl:10])[CH:7]=[C:6]([CH:11]2[CH2:16][CH2:15][NH:14][CH2:13][CH2:12]2)[C:3]=1[C:4]#[N:5].[C:17](O[C:17]([O:19][C:20]([CH3:23])([CH3:22])[CH3:21])=[O:18])([O:19][C:20]([CH3:23])([CH3:22])[CH3:21])=[O:18].C(OCC)(=O)C, predict the reaction product. The product is: [Cl:1][C:2]1[C:3]([C:4]#[N:5])=[C:6]([CH:11]2[CH2:12][CH2:13][N:14]([C:17]([O:19][C:20]([CH3:23])([CH3:22])[CH3:21])=[O:18])[CH2:15][CH2:16]2)[CH:7]=[C:8]([Cl:10])[N:9]=1. (4) Given the reactants [NH:1]1[C:9]2[C:4](=[CH:5][CH:6]=[CH:7][CH:8]=2)[CH:3]=[C:2]1[C:10]([OH:12])=O.[CH3:13][C:14]([CH3:34])([CH3:33])[C@@H:15]([C:17]([N:19]1[CH2:24][C@@H:23]2[CH2:25][C@H:20]1[CH2:21][N:22]2[C:26]([O:28][C:29]([CH3:32])([CH3:31])[CH3:30])=[O:27])=[O:18])[NH2:16].C(Cl)CCl.C1C=CC2N(O)N=NC=2C=1.CN1CCOCC1, predict the reaction product. The product is: [NH:1]1[C:9]2[C:4](=[CH:5][CH:6]=[CH:7][CH:8]=2)[CH:3]=[C:2]1[C:10]([NH:16][C@H:15]([C:17]([N:19]1[CH2:24][C@@H:23]2[CH2:25][C@H:20]1[CH2:21][N:22]2[C:26]([O:28][C:29]([CH3:32])([CH3:31])[CH3:30])=[O:27])=[O:18])[C:14]([CH3:34])([CH3:33])[CH3:13])=[O:12]. (5) Given the reactants [Cl:1][C:2]1[CH:7]=[CH:6][C:5]([C:8]2[N:9]([CH2:27][C:28](OC)=[O:29])[C:10]3[C:15]([C:16]=2[CH:17]2[CH2:22][CH2:21][CH2:20][CH2:19][CH2:18]2)=[CH:14][CH:13]=[C:12]([C:23]([O:25][CH3:26])=[O:24])[CH:11]=3)=[C:4]([CH2:32][NH:33][CH2:34][CH2:35][N:36]([CH3:38])[CH3:37])[CH:3]=1.CO[Na], predict the reaction product. The product is: [Cl:1][C:2]1[CH:7]=[CH:6][C:5]2[C:8]3=[C:16]([CH:17]4[CH2:22][CH2:21][CH2:20][CH2:19][CH2:18]4)[C:15]4[CH:14]=[CH:13][C:12]([C:23]([O:25][CH3:26])=[O:24])=[CH:11][C:10]=4[N:9]3[CH2:27][C:28](=[O:29])[N:33]([CH2:34][CH2:35][N:36]([CH3:38])[CH3:37])[CH2:32][C:4]=2[CH:3]=1. (6) Given the reactants [C:1]([OH:20])(=[O:19])[CH2:2][CH2:3][CH2:4][CH2:5][CH2:6][CH2:7][CH2:8]/[CH:9]=[CH:10]\[CH2:11]/[CH:12]=[CH:13]\[CH2:14][CH2:15][CH2:16][CH2:17][CH3:18].C(O)(=O)CCCC/C=C\C/C=C\C/C=C\CCCCC.CC/C=C\C/C=C\C/C=C\CCCCCCCC(O)=O, predict the reaction product. The product is: [C:1]([OH:20])(=[O:19])[CH2:2][CH2:3][CH2:4][CH2:5]/[CH:6]=[CH:7]\[CH2:8]/[CH:9]=[CH:10]\[CH2:11]/[CH:12]=[CH:13]\[CH2:14]/[CH:15]=[CH:16]\[CH2:17][CH3:18]. (7) Given the reactants C([O:3][C:4](=[O:31])[CH2:5][N:6]1[CH:10]=[C:9]([C:11]2[N:16]=[C:15]3[N:17]([CH2:20][C:21]4[CH:22]=[C:23]5[C:28](=[CH:29][CH:30]=4)[N:27]=[CH:26][CH:25]=[CH:24]5)[N:18]=[N:19][C:14]3=[CH:13][CH:12]=2)[CH:8]=[N:7]1)C.[OH-].[Li+].Cl, predict the reaction product. The product is: [N:27]1[C:28]2[C:23](=[CH:22][C:21]([CH2:20][N:17]3[C:15]4=[N:16][C:11]([C:9]5[CH:8]=[N:7][N:6]([CH2:5][C:4]([OH:31])=[O:3])[CH:10]=5)=[CH:12][CH:13]=[C:14]4[N:19]=[N:18]3)=[CH:30][CH:29]=2)[CH:24]=[CH:25][CH:26]=1.